This data is from TCR-epitope binding with 47,182 pairs between 192 epitopes and 23,139 TCRs. The task is: Binary Classification. Given a T-cell receptor sequence (or CDR3 region) and an epitope sequence, predict whether binding occurs between them. (1) The TCR CDR3 sequence is CASSQNRDSNNSPLHF. The epitope is RIFTIGTVTLK. Result: 1 (the TCR binds to the epitope). (2) The epitope is HTTDPSFLGRY. The TCR CDR3 sequence is CASSREPDRAYGYTF. Result: 1 (the TCR binds to the epitope).